From a dataset of Full USPTO retrosynthesis dataset with 1.9M reactions from patents (1976-2016). Predict the reactants needed to synthesize the given product. (1) The reactants are: [Cl:1][C:2]1[CH:3]=[C:4]([CH:7]=[CH:8][CH:9]=1)[CH2:5][NH2:6].CN(C(ON1N=NC2C=CC=NC1=2)=[N+](C)C)C.F[P-](F)(F)(F)(F)F.CCN(C(C)C)C(C)C.[Cl:43][C:44]1[C:45]([N:51]2[C:60](=[O:61])[C:59]3[C:54](=[CH:55][C:56]([C:62](O)=[O:63])=[CH:57][CH:58]=3)[NH:53][C:52]2=[S:65])=[N:46][CH:47]=[C:48]([Cl:50])[CH:49]=1. Given the product [Cl:1][C:2]1[CH:3]=[C:4]([CH:7]=[CH:8][CH:9]=1)[CH2:5][NH:6][C:62]([C:56]1[CH:55]=[C:54]2[C:59]([C:60](=[O:61])[N:51]([C:45]3[C:44]([Cl:43])=[CH:49][C:48]([Cl:50])=[CH:47][N:46]=3)[C:52](=[S:65])[NH:53]2)=[CH:58][CH:57]=1)=[O:63], predict the reactants needed to synthesize it. (2) Given the product [CH2:40]([CH:39]([NH:38][C:36](=[O:37])[O:35][C:31]([CH3:32])([CH3:33])[CH3:34])[C:47](=[O:49])[NH:59][S:56]([C:52]1[CH:51]=[N:50][CH:55]=[CH:54][CH:53]=1)(=[O:58])=[O:57])[C:41]1[CH:42]=[CH:43][CH:44]=[CH:45][CH:46]=1, predict the reactants needed to synthesize it. The reactants are: Cl.CN(C)CCCN=C=NCC.O.ON1C2C=CC=CC=2N=N1.CN1CCOCC1.[C:31]([O:35][C:36]([NH:38][C@H:39]([C:47]([OH:49])=O)[CH2:40][C:41]1[CH:46]=[CH:45][CH:44]=[CH:43][CH:42]=1)=[O:37])([CH3:34])([CH3:33])[CH3:32].[N:50]1[CH:55]=[CH:54][CH:53]=[C:52]([S:56]([NH2:59])(=[O:58])=[O:57])[CH:51]=1. (3) Given the product [F:1][C:2]1[CH:7]=[CH:6][C:5]([CH:8]2[CH2:10][CH:9]2[C:11]([Cl:16])=[O:13])=[CH:4][CH:3]=1, predict the reactants needed to synthesize it. The reactants are: [F:1][C:2]1[CH:7]=[CH:6][C:5]([CH:8]2[CH2:10][CH:9]2[C:11]([OH:13])=O)=[CH:4][CH:3]=1.S(Cl)([Cl:16])=O. (4) Given the product [CH3:16][O:6][C:5](=[O:7])[C:4]1[CH:8]=[CH:9][C:10]([Cl:11])=[C:2]([NH2:1])[CH:3]=1, predict the reactants needed to synthesize it. The reactants are: [NH2:1][C:2]1[CH:3]=[C:4]([CH:8]=[CH:9][C:10]=1[Cl:11])[C:5]([OH:7])=[O:6].O=S(Cl)Cl.[CH3:16]O.